From a dataset of Reaction yield outcomes from USPTO patents with 853,638 reactions. Predict the reaction yield, written as a fraction of the theoretical maximum amount of product (1.0 means a 100% yield; for example, 0.34 means a 34% yield). (1) The reactants are [Br:1][C:2]1[CH:7]=[CH:6][CH:5]=[CH:4][C:3]=1[CH2:8][C:9]#[N:10].[H-].[Al+3].[Li+].[H-].[H-].[H-].[OH-].[K+]. The catalyst is CCOCC. The product is [Br:1][C:2]1[CH:7]=[CH:6][CH:5]=[CH:4][C:3]=1[CH2:8][CH2:9][NH2:10]. The yield is 0.930. (2) The reactants are [H-].[Na+].[Si:3]([O:10][C:11]1[CH:12]=[C:13]([OH:17])[CH:14]=[CH:15][CH:16]=1)([C:6]([CH3:9])([CH3:8])[CH3:7])([CH3:5])[CH3:4].Br[CH2:19][C:20]([O:22][CH3:23])=[O:21]. The catalyst is CN(C)C=O. The product is [Si:3]([O:10][C:11]1[CH:12]=[C:13]([CH:14]=[CH:15][CH:16]=1)[O:17][CH2:19][C:20]([O:22][CH3:23])=[O:21])([C:6]([CH3:9])([CH3:8])[CH3:7])([CH3:5])[CH3:4]. The yield is 0.770. (3) The reactants are [N:1]1[CH:2]=[CH:3][N:4]2[C:9]=1[CH:8]=[CH:7][C:6]([O:10][C:11]1[CH:17]=[CH:16][C:14]([NH2:15])=[CH:13][CH:12]=1)=[N:5]2.[C:18](Cl)(=[O:25])[C:19]1[CH:24]=[CH:23][CH:22]=[CH:21][CH:20]=1. The catalyst is CN1CCCC1=O. The product is [N:1]1[CH:2]=[CH:3][N:4]2[C:9]=1[CH:8]=[CH:7][C:6]([O:10][C:11]1[CH:17]=[CH:16][C:14]([NH:15][C:18](=[O:25])[C:19]3[CH:24]=[CH:23][CH:22]=[CH:21][CH:20]=3)=[CH:13][CH:12]=1)=[N:5]2. The yield is 0.870. (4) The yield is 0.990. The reactants are C(OC(=O)[NH:7][C:8]([CH3:14])([CH3:13])[C:9]([OH:12])([CH3:11])[CH3:10])(C)(C)C.CO.[ClH:18]. No catalyst specified. The product is [ClH:18].[NH2:7][C:8]([CH3:14])([CH3:13])[C:9]([CH3:11])([OH:12])[CH3:10]. (5) The reactants are [CH3:1][S:2]([O:5][C:6]1[C:14]([O:15][CH3:16])=[CH:13][C:12]([C:17]2[N:18]([C:28]([O:30][C:31]([CH3:34])([CH3:33])[CH3:32])=[O:29])[C:19]3[C:24]([CH:25]=2)=[CH:23][C:22]([CH:26]=O)=[CH:21][CH:20]=3)=[C:11]2[C:7]=1[CH2:8][NH:9][C:10]2=[O:35])(=[O:4])=[O:3].[NH2:36][CH2:37][CH2:38][C:39]1[CH:44]=[CH:43][CH:42]=[CH:41][N:40]=1.C(O)(=O)C.C(O[BH-](OC(=O)C)OC(=O)C)(=O)C.[Na+]. The catalyst is C(#N)C. The product is [CH3:1][S:2]([O:5][C:6]1[C:14]([O:15][CH3:16])=[CH:13][C:12]([C:17]2[N:18]([C:28]([O:30][C:31]([CH3:33])([CH3:32])[CH3:34])=[O:29])[C:19]3[C:24]([CH:25]=2)=[CH:23][C:22]([CH2:26][NH:36][CH2:37][CH2:38][C:39]2[CH:44]=[CH:43][CH:42]=[CH:41][N:40]=2)=[CH:21][CH:20]=3)=[C:11]2[C:7]=1[CH2:8][NH:9][C:10]2=[O:35])(=[O:3])=[O:4]. The yield is 0.710. (6) The yield is 0.650. The reactants are Br[C:2]1[CH:3]=[C:4]([C:8]2[O:9][C:10]3[CH:16]=[CH:15][C:14]([CH3:17])=[CH:13][C:11]=3[N:12]=2)[CH:5]=[CH:6][CH:7]=1.[O-]P([O-])([O-])=O.[K+].[K+].[K+].CNCCNC.[NH2:32][C:33]1[CH:41]=[CH:40][C:36]([C:37]([NH2:39])=[O:38])=[CH:35][CH:34]=1. The catalyst is CCOC(C)=O.[Cu]I.C1(C)C=CC=CC=1. The product is [NH2:32][C:33]1[CH:41]=[CH:40][C:36]([C:37]([NH:39][C:2]2[CH:7]=[CH:6][CH:5]=[C:4]([C:8]3[O:9][C:10]4[CH:16]=[CH:15][C:14]([CH3:17])=[CH:13][C:11]=4[N:12]=3)[CH:3]=2)=[O:38])=[CH:35][CH:34]=1. (7) The yield is 0.830. The catalyst is CN(C=O)C.CN(C1C=CN=CC=1)C.O. The reactants are [Si:1]([O:8][C:9]1[CH:14]=[CH:13][C:12]([CH2:15][CH2:16][NH:17][C:18]2[C:27]3[C:22](=[N:23][CH:24]=[CH:25][N:26]=3)[N:21]=[CH:20][N:19]=2)=[CH:11][CH:10]=1)([C:4]([CH3:7])([CH3:6])[CH3:5])([CH3:3])[CH3:2].[C:28]([O:32][C:33](O[C:33]([O:32][C:28]([CH3:31])([CH3:30])[CH3:29])=[O:34])=[O:34])([CH3:31])([CH3:30])[CH3:29]. The product is [C:28]([O:32][C:33](=[O:34])[N:17]([CH2:16][CH2:15][C:12]1[CH:11]=[CH:10][C:9]([O:8][Si:1]([C:4]([CH3:5])([CH3:6])[CH3:7])([CH3:2])[CH3:3])=[CH:14][CH:13]=1)[C:18]1[C:27]2[C:22](=[N:23][CH:24]=[CH:25][N:26]=2)[N:21]=[CH:20][N:19]=1)([CH3:31])([CH3:30])[CH3:29]. (8) The reactants are [F:1][C:2]1[CH:7]=[CH:6][CH:5]=[CH:4][C:3]=1[C:8](=[O:17])[CH2:9][S:10][C:11]1[CH:16]=[CH:15][CH:14]=[CH:13][CH:12]=1.[BrH:18]. The catalyst is C(OCC)(=O)C.C(O)(=O)C.[Cu](Br)Br. The product is [Br:18][CH:9]([S:10][C:11]1[CH:12]=[CH:13][CH:14]=[CH:15][CH:16]=1)[C:8]([C:3]1[CH:4]=[CH:5][CH:6]=[CH:7][C:2]=1[F:1])=[O:17]. The yield is 0.920. (9) The reactants are Br[C:2]1[S:6][C:5]([N:7]([CH:15]([CH3:17])[CH3:16])[C:8](=[O:14])[O:9][C:10]([CH3:13])([CH3:12])[CH3:11])=[N:4][CH:3]=1.C([Li])CCC.C(O[B:27]1[O:31][C:30]([CH3:33])([CH3:32])[C:29]([CH3:35])([CH3:34])[O:28]1)(C)C.[Cl-].[NH4+]. The catalyst is C1COCC1. The product is [C:10]([O:9][C:8](=[O:14])[N:7]([CH:15]([CH3:17])[CH3:16])[C:5]1[S:6][C:2]([B:27]2[O:31][C:30]([CH3:33])([CH3:32])[C:29]([CH3:35])([CH3:34])[O:28]2)=[CH:3][N:4]=1)([CH3:13])([CH3:12])[CH3:11]. The yield is 0.480.